Predict the product of the given reaction. From a dataset of Forward reaction prediction with 1.9M reactions from USPTO patents (1976-2016). (1) Given the reactants [Br:1][C:2]1[CH:3]=[C:4]2[C:9](=[CH:10][CH:11]=1)[O:8][CH:7]([C:12]1[CH:17]=[CH:16][CH:15]=[C:14]([Cl:18])[CH:13]=1)[CH2:6][C:5]2=[O:19].[CH2:20](O)[CH2:21][OH:22].C(OCC)(OCC)OCC.CC1C=CC(S(O)(=O)=O)=CC=1, predict the reaction product. The product is: [Br:1][C:2]1[CH:3]=[C:4]2[C:5]3([O:22][CH2:21][CH2:20][O:19]3)[CH2:6][CH:7]([C:12]3[CH:17]=[CH:16][CH:15]=[C:14]([Cl:18])[CH:13]=3)[O:8][C:9]2=[CH:10][CH:11]=1. (2) Given the reactants [Cl:1][C:2]1[CH:3]=[N:4][CH:5]=[C:6]([F:14])[C:7]=1[N:8]1[CH2:13][CH2:12][NH:11][CH2:10][CH2:9]1.[O:15]1[CH2:18][C:17](=O)[CH2:16]1.C(O[BH-](OC(=O)C)OC(=O)C)(=O)C.[Na+].CO, predict the reaction product. The product is: [Cl:1][C:2]1[CH:3]=[N:4][CH:5]=[C:6]([F:14])[C:7]=1[N:8]1[CH2:13][CH2:12][N:11]([CH:17]2[CH2:18][O:15][CH2:16]2)[CH2:10][CH2:9]1.